This data is from Full USPTO retrosynthesis dataset with 1.9M reactions from patents (1976-2016). The task is: Predict the reactants needed to synthesize the given product. (1) Given the product [Br:1][CH2:2][CH2:3][O:4][CH:12]([C:10]1[CH:11]=[C:6]([Cl:5])[CH:7]=[CH:8][C:9]=1[CH3:24])[C:13]1[CH:14]=[C:15]([CH:20]=[CH:21][CH:22]=1)[C:16]([O:18][CH3:19])=[O:17], predict the reactants needed to synthesize it. The reactants are: [Br:1][CH2:2][CH2:3][OH:4].[Cl:5][C:6]1[CH:7]=[CH:8][C:9]([CH3:24])=[C:10]([CH:12](O)[C:13]2[CH:14]=[C:15]([CH:20]=[CH:21][CH:22]=2)[C:16]([O:18][CH3:19])=[O:17])[CH:11]=1. (2) Given the product [CH3:1][C:2]1[C:7]([NH2:8])=[CH:6][C:5]([C:11]([F:13])([F:12])[F:14])=[CH:4][N:3]=1, predict the reactants needed to synthesize it. The reactants are: [CH3:1][C:2]1[C:7]([N+:8]([O-])=O)=[CH:6][C:5]([C:11]([F:14])([F:13])[F:12])=[CH:4][N:3]=1. (3) Given the product [CH3:1][C:2]1[C:6]([CH2:7][O:8][C:9]2[CH:14]=[CH:13][C:12]([S:15]([NH:29][C:26]3[CH:25]=[CH:24][C:23]([CH:20]([CH3:22])[CH3:21])=[CH:28][N:27]=3)(=[O:17])=[O:16])=[CH:11][CH:10]=2)=[C:5]([CH3:19])[O:4][N:3]=1, predict the reactants needed to synthesize it. The reactants are: [CH3:1][C:2]1[C:6]([CH2:7][O:8][C:9]2[CH:14]=[CH:13][C:12]([S:15](Cl)(=[O:17])=[O:16])=[CH:11][CH:10]=2)=[C:5]([CH3:19])[O:4][N:3]=1.[CH:20]([C:23]1[CH:24]=[CH:25][C:26]([NH2:29])=[N:27][CH:28]=1)([CH3:22])[CH3:21]. (4) Given the product [O:1]1[CH:5]=[CH:4][CH:3]=[C:2]1[C:6]1[N:7]=[C:8]2[NH:19][CH:20]=[N:18][C:9]2=[CH:10][C:11]=1[C:12]1[CH:17]=[CH:16][N:15]=[CH:14][CH:13]=1, predict the reactants needed to synthesize it. The reactants are: [O:1]1[CH:5]=[CH:4][CH:3]=[C:2]1[C:6]1[C:11]([C:12]2[CH:17]=[CH:16][N:15]=[CH:14][CH:13]=2)=[CH:10][C:9]([NH2:18])=[C:8]([NH2:19])[N:7]=1.[CH2:20](OC(OCC)OCC)C.O.C(=O)([O-])O.[Na+]. (5) The reactants are: [C:1]([C:5]1[CH:10]=[CH:9][C:8]([C:11]([CH3:13])=[CH2:12])=[CH:7][N:6]=1)([CH3:4])([CH3:3])[CH3:2].CN1C=CN=C1.[N+](=C[C:23]([O:25][CH2:26][CH3:27])=[O:24])=[N-]. Given the product [C:1]([C:5]1[N:6]=[CH:7][C:8]([CH:11]2[CH2:13][CH:12]2[C:23]([O:25][CH2:26][CH3:27])=[O:24])=[CH:9][CH:10]=1)([CH3:4])([CH3:3])[CH3:2], predict the reactants needed to synthesize it. (6) Given the product [Cl:2][CH2:3][CH2:4][N:5]([CH2:13][CH2:14][Cl:15])[C:6]1[CH:11]=[CH:10][C:9]([NH:12][C:27]([NH:35][C:36]2[C:45]3[C:40](=[CH:41][CH:42]=[CH:43][CH:44]=3)[N:39]=[C:38]([CH3:46])[CH:37]=2)=[O:33])=[CH:8][CH:7]=1, predict the reactants needed to synthesize it. The reactants are: Cl.[Cl:2][CH2:3][CH2:4][N:5]([CH2:13][CH2:14][Cl:15])[C:6]1[CH:11]=[CH:10][C:9]([NH2:12])=[CH:8][CH:7]=1.CCN(CC)CC.ClC(Cl)(O[C:27](=[O:33])OC(Cl)(Cl)Cl)Cl.[NH2:35][C:36]1[C:45]2[C:40](=[CH:41][CH:42]=[CH:43][CH:44]=2)[N:39]=[C:38]([CH3:46])[CH:37]=1. (7) Given the product [CH2:37]([O:12][C:13]([N:15]1[CH2:18][CH2:17][C@H:16]1[CH2:19][O:20][C:21]1[CH:22]=[C:23]([N:27]2[CH2:28][CH:29]3[CH:31]([CH2:30]3)[CH2:32]2)[CH:24]=[N:25][CH:26]=1)=[O:14])[C:38]1[CH:43]=[CH:42][CH:41]=[CH:40][CH:39]=1, predict the reactants needed to synthesize it. The reactants are: C(O)(C(F)(F)F)=O.C([O:12][C:13]([N:15]1[CH2:18][CH2:17][C@H:16]1[CH2:19][O:20][C:21]1[CH:22]=[C:23]([N:27]2[CH2:32][CH:31]3[CH:29]([CH2:30]3)[CH2:28]2)[CH:24]=[N:25][CH:26]=1)=[O:14])(C)(C)C.ClC(O[CH2:37][C:38]1[CH:43]=[CH:42][CH:41]=[CH:40][CH:39]=1)=O.[OH-].[Na+].